Predict the reaction yield, written as a fraction of the theoretical maximum amount of product (1.0 means a 100% yield; for example, 0.34 means a 34% yield). From a dataset of Reaction yield outcomes from USPTO patents with 853,638 reactions. (1) The reactants are [CH2:1]([N:8]([CH2:15][C:16]1[CH:21]=[CH:20][CH:19]=[CH:18][CH:17]=1)[CH2:9][CH2:10][C:11]1([OH:14])[CH2:13][CH2:12]1)[C:2]1[CH:7]=[CH:6][CH:5]=[CH:4][CH:3]=1.[H-].[Na+].[CH3:24]I. The catalyst is C1COCC1. The product is [CH2:15]([N:8]([CH2:1][C:2]1[CH:3]=[CH:4][CH:5]=[CH:6][CH:7]=1)[CH2:9][CH2:10][C:11]1([O:14][CH3:24])[CH2:12][CH2:13]1)[C:16]1[CH:21]=[CH:20][CH:19]=[CH:18][CH:17]=1. The yield is 0.380. (2) The reactants are F.F.F.C(N(CC)CC)C.C(N(CC)CC)C.[Si]([O:35][CH2:36][C@H:37]1[O:41][C@@H:40]([N:42]2[CH:49]=[C:48]([CH3:50])[C:46](=[O:47])[NH:45][C:43]2=[O:44])[C@H:39]([O:51][CH2:52][CH2:53][O:54][N:55]([CH3:57])[CH3:56])[C@@H:38]1[OH:58])(C(C)(C)C)(C1C=CC=CC=1)C1C=CC=CC=1.CO. The catalyst is C1COCC1.C(Cl)Cl. The product is [CH3:56][N:55]([CH3:57])[O:54][CH2:53][CH2:52][O:51][C@@H:39]1[C@H:38]([OH:58])[C@@H:37]([CH2:36][OH:35])[O:41][C@H:40]1[N:42]1[CH:49]=[C:48]([CH3:50])[C:46](=[O:47])[NH:45][C:43]1=[O:44]. The yield is 0.925. (3) The reactants are [C:1]([OH:9])(=O)[C:2]1[CH:7]=[CH:6][CH:5]=[CH:4][CH:3]=1.C(N1C=CN=C1)(N1C=CN=C1)=O.[CH3:22][C:23]1[C:31]2[C:30]([CH2:32][N:33]3[C:37]4[CH:38]=[CH:39][CH:40]=[CH:41][C:36]=4[N:35]([CH2:42][CH2:43][S:44]([NH2:47])(=[O:46])=[O:45])[C:34]3=[O:48])=[CH:29][S:28][C:27]=2[CH:26]=[CH:25][CH:24]=1.N12CCCN=C1CCCCC2.Cl. The catalyst is O.C1COCC1. The product is [C:1]([NH:47][S:44]([CH2:43][CH2:42][N:35]1[C:36]2[CH:41]=[CH:40][CH:39]=[CH:38][C:37]=2[N:33]([CH2:32][C:30]2[C:31]3[C:23]([CH3:22])=[CH:24][CH:25]=[CH:26][C:27]=3[S:28][CH:29]=2)[C:34]1=[O:48])(=[O:46])=[O:45])(=[O:9])[C:2]1[CH:3]=[CH:4][CH:5]=[CH:6][CH:7]=1. The yield is 0.850. (4) The reactants are [C:1]([O:4][CH2:5][C:6]1[C:11]([N:12]2[CH2:23][CH2:22][C:21]3[C:20]4[CH2:19][C:18]([CH3:25])([CH3:24])[CH2:17][C:16]=4[S:15][C:14]=3[C:13]2=[O:26])=[CH:10][C:9]([F:27])=[CH:8][C:7]=1Br)(=[O:3])[CH3:2].[CH3:29][C:30]1([CH3:46])[C:34]([CH3:36])([CH3:35])[O:33][B:32]([B:32]2[O:33][C:34]([CH3:36])([CH3:35])[C:30]([CH3:46])([CH3:29])[O:31]2)[O:31]1.CC(O[K])=O. The catalyst is O1CCOCC1.C1C=CC(P(C2C=CC=CC=2)[C-]2C=CC=C2)=CC=1.C1C=CC(P(C2C=CC=CC=2)[C-]2C=CC=C2)=CC=1.Cl[Pd]Cl.[Fe+2]. The product is [C:1]([O:4][CH2:5][C:6]1[C:7]([B:32]2[O:33][C:34]([CH3:36])([CH3:35])[C:30]([CH3:46])([CH3:29])[O:31]2)=[CH:8][C:9]([F:27])=[CH:10][C:11]=1[N:12]1[CH2:23][CH2:22][C:21]2[C:20]3[CH2:19][C:18]([CH3:25])([CH3:24])[CH2:17][C:16]=3[S:15][C:14]=2[C:13]1=[O:26])(=[O:3])[CH3:2]. The yield is 0.760. (5) The reactants are C1(C(C2C=CC=CC=2)[N:8]2[CH2:11][CH:10]([OH:12])[CH2:9]2)C=CC=CC=1.O.[C:28](O[C:28]([O:30][C:31]([CH3:34])([CH3:33])[CH3:32])=[O:29])([O:30][C:31]([CH3:34])([CH3:33])[CH3:32])=[O:29].CCN(C(C)C)C(C)C. The catalyst is C(O)C.[Pd].O1CCOCC1. The product is [C:31]([O:30][C:28]([N:8]1[CH2:11][CH:10]([OH:12])[CH2:9]1)=[O:29])([CH3:32])([CH3:33])[CH3:34]. The yield is 0.320. (6) The reactants are [Cl:1][C:2]1[N:6]([CH3:7])[N:5]=[C:4]([CH3:8])[C:3]=1[CH:9]=[O:10].C(=O)([O-])[O-].[Na+].[Na+].[Cl:17]Cl. The catalyst is C1C(Cl)=CC=C(Cl)C=1. The product is [Cl:1][C:2]1[N:6]([CH3:7])[N:5]=[C:4]([CH3:8])[C:3]=1[C:9]([Cl:17])=[O:10]. The yield is 0.870. (7) The reactants are [F:1][C:2]1[CH:34]=[C:33]([F:35])[CH:32]=[CH:31][C:3]=1[O:4][C:5]1[CH:10]=[CH:9][C:8]([S:11]([CH3:14])(=[O:13])=[O:12])=[CH:7][C:6]=1[C:15]1[C:16]2[CH:25]=[C:24](C(OCC)=O)[NH:23][C:17]=2[C:18](=[O:22])[N:19]([CH3:21])[CH:20]=1.C[Mg]Br.Cl.O.O1C[CH2:44][CH2:43][CH2:42]1. No catalyst specified. The product is [F:1][C:2]1[CH:34]=[C:33]([F:35])[CH:32]=[CH:31][C:3]=1[O:4][C:5]1[CH:10]=[CH:9][C:8]([S:11]([CH3:14])(=[O:13])=[O:12])=[CH:7][C:6]=1[C:15]1[C:16]2[CH:25]=[C:24]([C:43]([CH3:44])=[CH2:42])[NH:23][C:17]=2[C:18](=[O:22])[N:19]([CH3:21])[CH:20]=1. The yield is 0.250. (8) The reactants are [CH2:1]([N:5]1[N:9]=[C:8]([C:10]2[CH:15]=[CH:14][C:13]([F:16])=[CH:12][CH:11]=2)[CH:7]=[N:6]1)[CH2:2][C:3]#[CH:4].Br[C:18]1[CH:23]=[CH:22][CH:21]=[C:20]([CH2:24][F:25])[N:19]=1. No catalyst specified. The product is [F:25][CH2:24][C:20]1[CH:21]=[CH:22][CH:23]=[C:18]([C:4]#[C:3][CH2:2][CH2:1][N:5]2[N:9]=[C:8]([C:10]3[CH:11]=[CH:12][C:13]([F:16])=[CH:14][CH:15]=3)[CH:7]=[N:6]2)[N:19]=1. The yield is 0.450.